This data is from Catalyst prediction with 721,799 reactions and 888 catalyst types from USPTO. The task is: Predict which catalyst facilitates the given reaction. (1) Reactant: [CH3:1][S:2][C:3]1[N:4]=[CH:5][C:6]2[C:15](=[O:16])[N:14]([C:17]3[CH:18]=[C:19]([C:23]4[O:27][C:26](=[O:28])[NH:25][N:24]=4)[CH:20]=[CH:21][CH:22]=3)[CH2:13][C@H:12]3[N:8]([CH2:9][CH2:10][CH2:11]3)[C:7]=2[N:29]=1.CO.[C:32]1(P(C2C=CC=CC=2)C2C=CC=CC=2)C=CC=CC=1.N(C(OCC)=O)=NC(OCC)=O. Product: [CH3:32][N:25]1[N:24]=[C:23]([C:19]2[CH:20]=[CH:21][CH:22]=[C:17]([N:14]3[CH2:13][C@H:12]4[N:8]([CH2:9][CH2:10][CH2:11]4)[C:7]4[N:29]=[C:3]([S:2][CH3:1])[N:4]=[CH:5][C:6]=4[C:15]3=[O:16])[CH:18]=2)[O:27][C:26]1=[O:28]. The catalyst class is: 1. (2) Reactant: [Cl:1][C:2]1[C:3]([CH2:12][O:13][C:14]2[CH:19]=[CH:18][C:17]([Cl:20])=[C:16]([Cl:21])[CH:15]=2)=[CH:4][C:5]2[O:9][N:8]=[C:7]([NH2:10])[C:6]=2[CH:11]=1.[Li+].C[Si]([N-][Si](C)(C)C)(C)C.[CH:32]1([S:35](Cl)(=[O:37])=[O:36])[CH2:34][CH2:33]1. The catalyst class is: 1. Product: [Cl:1][C:2]1[C:3]([CH2:12][O:13][C:14]2[CH:19]=[CH:18][C:17]([Cl:20])=[C:16]([Cl:21])[CH:15]=2)=[CH:4][C:5]2[O:9][N:8]=[C:7]([NH:10][S:35]([CH:32]3[CH2:34][CH2:33]3)(=[O:37])=[O:36])[C:6]=2[CH:11]=1. (3) Reactant: [CH3:1][C:2]([C:4]1[CH:9]=[CH:8][CH:7]=[C:6](Br)[CH:5]=1)=[O:3].[F:11][C:12]([F:23])([F:22])[C:13]1[CH:18]=[CH:17][C:16](B(O)O)=[CH:15][CH:14]=1.C([O-])([O-])=O.[Na+].[Na+]. Product: [F:11][C:12]([F:23])([F:22])[C:13]1[CH:18]=[CH:17][C:16]([C:6]2[CH:7]=[CH:8][CH:9]=[C:4]([C:2](=[O:3])[CH3:1])[CH:5]=2)=[CH:15][CH:14]=1. The catalyst class is: 108. (4) Reactant: [Cl:1][C:2]1[CH:7]=[CH:6][C:5]([C:8]2[CH2:13][CH2:12][C:11]([CH3:15])([CH3:14])[CH2:10][C:9]=2[CH2:16][N:17]2[CH2:34][CH2:33][N:20]3[C:21]4[C:26]([CH2:27][CH2:28][C@@H:19]3[CH2:18]2)=[CH:25][C:24]([C:29]([O:31]C)=[O:30])=[CH:23][CH:22]=4)=[CH:4][CH:3]=1. Product: [ClH:1].[Cl:1][C:2]1[CH:7]=[CH:6][C:5]([C:8]2[CH2:13][CH2:12][C:11]([CH3:14])([CH3:15])[CH2:10][C:9]=2[CH2:16][N:17]2[CH2:34][CH2:33][N:20]3[C:21]4[C:26]([CH2:27][CH2:28][C@@H:19]3[CH2:18]2)=[CH:25][C:24]([C:29]([OH:31])=[O:30])=[CH:23][CH:22]=4)=[CH:4][CH:3]=1. The catalyst class is: 12.